From a dataset of Full USPTO retrosynthesis dataset with 1.9M reactions from patents (1976-2016). Predict the reactants needed to synthesize the given product. (1) Given the product [F:28][C:26]1[CH:25]=[C:24]([N:29]2[CH2:33][CH2:32][CH2:31][C@@H:30]2[C:34]2[CH:35]=[C:36]([C:51]([N:63]3[CH2:68][CH2:67][O:66][CH2:65][CH2:64]3)=[O:53])[CH:37]=[C:38]3[C:43]=2[O:42][C:41]([N:44]2[CH2:45][CH2:46][O:47][CH2:48][CH2:49]2)=[CH:40][C:39]3=[O:50])[CH:23]=[C:22]([F:21])[CH:27]=1, predict the reactants needed to synthesize it. The reactants are: [B-](F)(F)(F)F.CN(C(ON1C(=O)CCC1=O)=[N+](C)C)C.[F:21][C:22]1[CH:23]=[C:24]([N:29]2[CH2:33][CH2:32][CH2:31][C@@H:30]2[C:34]2[CH:35]=[C:36]([C:51]([OH:53])=O)[CH:37]=[C:38]3[C:43]=2[O:42][C:41]([N:44]2[CH2:49][CH2:48][O:47][CH2:46][CH2:45]2)=[CH:40][C:39]3=[O:50])[CH:25]=[C:26]([F:28])[CH:27]=1.CCN(C(C)C)C(C)C.[NH:63]1[CH2:68][CH2:67][O:66][CH2:65][CH2:64]1. (2) Given the product [F:2][C:3]1[C:4]([F:18])=[CH:5][C:6]2[N:15]=[C:14]([N:16]3[CH2:26][CH2:25][NH:24][C@@H:23]([CH2:22][CH2:21][O:20][CH3:19])[CH2:28]3)[C:13]3[CH:12]=[CH:11][S:10][C:9]=3[NH:8][C:7]=2[CH:17]=1, predict the reactants needed to synthesize it. The reactants are: Cl.[F:2][C:3]1[C:4]([F:18])=[CH:5][C:6]2[N:15]=[C:14]([NH2:16])[C:13]3[CH:12]=[CH:11][S:10][C:9]=3[NH:8][C:7]=2[CH:17]=1.[CH3:19][O:20][CH2:21][CH2:22][C@H:23]1[CH2:28]N[CH2:26][CH2:25][NH:24]1.CS(C)=O.C1(C)C=CC=CC=1. (3) The reactants are: [C:1]([O:5][C:6]([NH:8][C@H:9]([C:13]([CH3:16])([CH3:15])[CH3:14])[C:10](O)=[O:11])=[O:7])([CH3:4])([CH3:3])[CH3:2].Cl.CN.C[CH2:21][N:22](C(C)C)C(C)C.CN(C(ON1N=NC2C=CC=CC1=2)=[N+](C)C)C.[B-](F)(F)(F)F. Given the product [CH3:14][C:13]([CH3:16])([CH3:15])[C@@H:9]([NH:8][C:6](=[O:7])[O:5][C:1]([CH3:4])([CH3:3])[CH3:2])[C:10]([NH:22][CH3:21])=[O:11], predict the reactants needed to synthesize it. (4) Given the product [CH3:18][O:17][C@@H:13]([CH2:12][C:9]1[CH:10]=[CH:11][C:6]([O:5][CH2:4][CH2:3][CH2:2][O:1][C:25]2[CH:24]=[CH:23][C:22]([O:21][C:20]([F:19])([F:29])[F:30])=[CH:27][CH:26]=2)=[CH:7][CH:8]=1)[C:14]([OH:16])=[O:15], predict the reactants needed to synthesize it. The reactants are: [OH:1][CH2:2][CH2:3][CH2:4][O:5][C:6]1[CH:11]=[CH:10][C:9]([CH2:12][C@H:13]([O:17][CH3:18])[C:14]([OH:16])=[O:15])=[CH:8][CH:7]=1.[F:19][C:20]([F:30])([F:29])[O:21][C:22]1[CH:27]=[CH:26][C:25](O)=[CH:24][CH:23]=1. (5) Given the product [CH3:17][S:14]([C:12]1[S:13][C:6]2[C:7](=[N:8][CH:9]=[CH:10][C:5]=2[O:4][C:3]2[CH:18]=[CH:19][C:20]([NH2:22])=[CH:21][C:2]=2[F:1])[CH:11]=1)(=[O:15])=[O:16], predict the reactants needed to synthesize it. The reactants are: [F:1][C:2]1[CH:21]=[C:20]([N+:22]([O-])=O)[CH:19]=[CH:18][C:3]=1[O:4][C:5]1[CH:10]=[CH:9][N:8]=[C:7]2[CH:11]=[C:12]([S:14]([CH3:17])(=[O:16])=[O:15])[S:13][C:6]=12. (6) Given the product [CH3:7][N:6]([CH:3]=[N:18][S:15]([C:13]1[S:14][C:10]([Br:9])=[CH:11][CH:12]=1)(=[O:17])=[O:16])[CH3:8], predict the reactants needed to synthesize it. The reactants are: CO[CH:3]([N:6]([CH3:8])[CH3:7])OC.[Br:9][C:10]1[S:14][C:13]([S:15]([NH2:18])(=[O:17])=[O:16])=[CH:12][CH:11]=1.[Cl-].[Na+].